This data is from Catalyst prediction with 721,799 reactions and 888 catalyst types from USPTO. The task is: Predict which catalyst facilitates the given reaction. (1) Reactant: [CH3:1][C:2]1[C:6]2[CH:7]=[C:8]([C:11]([O:13]C)=[O:12])[CH:9]=[CH:10][C:5]=2[O:4][N:3]=1.[OH-].[Na+]. Product: [CH3:1][C:2]1[C:6]2[CH:7]=[C:8]([C:11]([OH:13])=[O:12])[CH:9]=[CH:10][C:5]=2[O:4][N:3]=1. The catalyst class is: 24. (2) Reactant: [Br:1]/[CH:2]=[CH:3]/[C:4]1[C:5](=[O:35])[NH:6][C:7](=[O:34])[N:8]([C@@H:10]2[O:14][C@H:13]([CH2:15][O:16][Si](C(C)(C)C)(C3C=CC=CC=3)C3C=CC=CC=3)[O:12][CH2:11]2)[CH:9]=1.[F-].C([N+](CCCC)(CCCC)CCCC)CCC. Product: [Br:1]/[CH:2]=[CH:3]/[C:4]1[C:5](=[O:35])[NH:6][C:7](=[O:34])[N:8]([C@@H:10]2[O:14][C@H:13]([CH2:15][OH:16])[O:12][CH2:11]2)[CH:9]=1. The catalyst class is: 23. (3) Product: [NH2:1][C:2]1[C:3]([C:4]([NH:17][CH2:15][CH3:16])=[O:6])=[CH:7][N:24]=[CH:9][C:10]=1[N+:11]([O-:13])=[O:12]. Reactant: [NH2:1][C:2]1[C:10]([N+:11]([O-:13])=[O:12])=[CH:9]C=[CH:7][C:3]=1[C:4]([OH:6])=O.Cl.[CH2:15]([NH2:17])[CH3:16].C(Cl)CCl.CC[N:24](C(C)C)C(C)C. The catalyst class is: 59. (4) Reactant: [Cl:1][C:2]1[CH:7]=[CH:6][CH:5]=[CH:4][C:3]=1[S:8]([NH:11][C:12]1[CH:13]=[C:14]([N:21]2[CH2:26][CH2:25][N:24](C(OC(C)(C)C)=O)[CH2:23][CH2:22]2)[C:15]2[O:19][CH:18]=[CH:17][C:16]=2[CH:20]=1)(=[O:10])=[O:9].C(O)(C(F)(F)F)=O. Product: [Cl:1][C:2]1[CH:7]=[CH:6][CH:5]=[CH:4][C:3]=1[S:8]([NH:11][C:12]1[CH:13]=[C:14]([N:21]2[CH2:22][CH2:23][NH:24][CH2:25][CH2:26]2)[C:15]2[O:19][CH:18]=[CH:17][C:16]=2[CH:20]=1)(=[O:9])=[O:10]. The catalyst class is: 2. (5) Reactant: [Br:1][C:2]1[C:3](=[O:17])[N:4]([CH2:9][C:10]2[CH:15]=[CH:14][C:13]([Cl:16])=[CH:12][CH:11]=2)[C:5](=[O:8])[NH:6][N:7]=1.[C:18]([C:20]1[CH:21]=[C:22](B(O)O)[CH:23]=[CH:24][CH:25]=1)#[N:19].N1C=CC=CC=1.[N+]1([O-])C=CC=CC=1. Product: [Cl:16][C:13]1[CH:14]=[CH:15][C:10]([CH2:9][N:4]2[C:3](=[O:17])[C:2]([Br:1])=[N:7][N:6]([C:24]3[CH:25]=[C:20]([CH:21]=[CH:22][CH:23]=3)[C:18]#[N:19])[C:5]2=[O:8])=[CH:11][CH:12]=1. The catalyst class is: 302. (6) Reactant: [NH2:1][C:2]1[C:7](=[O:8])[NH:6][C:5](=[S:9])[N:4]([CH2:10][CH2:11][CH2:12][CH2:13][CH3:14])[C:3]=1[NH:15][C:16]([CH:18]1[CH2:21][CH2:20][CH2:19]1)=O.[OH-].[Na+]. Product: [CH:18]1([C:16]2[NH:1][C:2]3[C:7](=[O:8])[NH:6][C:5](=[S:9])[N:4]([CH2:10][CH2:11][CH2:12][CH2:13][CH3:14])[C:3]=3[N:15]=2)[CH2:21][CH2:20][CH2:19]1. The catalyst class is: 72.